Task: Predict the product of the given reaction.. Dataset: Forward reaction prediction with 1.9M reactions from USPTO patents (1976-2016) (1) Given the reactants Cl[C:2]1[N:7]=[C:6]([C:8]2[C:9]([Cl:14])=[N:10][CH:11]=[CH:12][CH:13]=2)[N:5]=[CH:4][N:3]=1.[CH3:15][NH2:16], predict the reaction product. The product is: [Cl:14][C:9]1[C:8]([C:6]2[N:5]=[CH:4][N:3]=[C:2]([CH2:15][NH2:16])[N:7]=2)=[CH:13][CH:12]=[CH:11][N:10]=1. (2) Given the reactants [Cl:1][C:2]1[CH:7]=[CH:6][C:5]([CH:8]2[C:13]3[CH:14]=[C:15]([C:17]4[CH:22]=[CH:21][N:20]=[C:19]([NH:23][C:24](=[O:26])[CH3:25])[CH:18]=4)[S:16][C:12]=3[CH2:11][CH2:10][CH2:9]2)=[CH:4][CH:3]=1.[O:27]1CCOCC1.S(OOS([O-])(=O)=O)([O-])(=O)=O.[K+].[K+].CC1C=C(C)N=C(C)C=1, predict the reaction product. The product is: [Cl:1][C:2]1[CH:7]=[CH:6][C:5]([CH:8]2[C:13]3[CH:14]=[C:15]([C:17]4[CH:22]=[CH:21][N:20]=[C:19]([NH:23][C:24](=[O:26])[CH3:25])[CH:18]=4)[S:16][C:12]=3[C:11](=[O:27])[CH2:10][CH2:9]2)=[CH:4][CH:3]=1. (3) Given the reactants Cl.CO[C:4](=[NH:14])[C:5]1[CH:10]=[CH:9][C:8]([N+:11]([O-:13])=[O:12])=[CH:7][CH:6]=1.[CH:15]([NH:17][NH2:18])=O, predict the reaction product. The product is: [N+:11]([C:8]1[CH:7]=[CH:6][C:5]([C:4]2[NH:18][N:17]=[CH:15][N:14]=2)=[CH:10][CH:9]=1)([O-:13])=[O:12]. (4) Given the reactants [CH3:1][N:2]1[C:10]2[C:5](=[CH:6][C:7]([NH:11][C:12]([NH:14][C:15]3[CH:16]=[C:17]([CH:29]=[CH:30][CH:31]=3)[O:18][C:19]3[CH:24]=[CH:23][N:22]=[C:21]([C:25]([O:27]C)=[O:26])[CH:20]=3)=[O:13])=[CH:8][CH:9]=2)[CH:4]=[N:3]1.[OH-].[K+], predict the reaction product. The product is: [CH3:1][N:2]1[C:10]2[C:5](=[CH:6][C:7]([NH:11][C:12]([NH:14][C:15]3[CH:16]=[C:17]([CH:29]=[CH:30][CH:31]=3)[O:18][C:19]3[CH:24]=[CH:23][N:22]=[C:21]([C:25]([OH:27])=[O:26])[CH:20]=3)=[O:13])=[CH:8][CH:9]=2)[CH:4]=[N:3]1. (5) Given the reactants [Cl:1][C:2]1[CH:7]=[CH:6][CH:5]=[C:4]([F:8])[C:3]=1[C:9]1[NH:13][C:12](=[O:14])[N:11]([C:15]2[CH:20]=[CH:19][C:18](I)=[C:17]([O:22][CH3:23])[CH:16]=2)[N:10]=1.[Cl:24][C:25]1[CH:30]=[CH:29][CH:28]=[C:27]([C:31]#[CH:32])[C:26]=1[F:33], predict the reaction product. The product is: [Cl:24][C:25]1[C:26]([F:33])=[C:27]([C:31]#[C:32][C:18]2[CH:19]=[CH:20][C:15]([N:11]3[C:12](=[O:14])[NH:13][C:9]([C:3]4[C:4]([F:8])=[CH:5][CH:6]=[CH:7][C:2]=4[Cl:1])=[N:10]3)=[CH:16][C:17]=2[O:22][CH3:23])[CH:28]=[CH:29][CH:30]=1. (6) Given the reactants C([N:8]1[C:16]2([CH2:21][CH2:20][N:19](C(OC(C)(C)C)=O)[CH2:18][CH2:17]2)[C:15]2[C:10](=[CH:11][CH:12]=[CH:13][CH:14]=2)[C:9]1=[O:29])C1C=CC=CC=1.[Na].N.[Cl-:32].[NH4+], predict the reaction product. The product is: [ClH:32].[NH:19]1[CH2:20][CH2:21][C:16]2([C:15]3[C:10](=[CH:11][CH:12]=[CH:13][CH:14]=3)[C:9](=[O:29])[NH:8]2)[CH2:17][CH2:18]1. (7) Given the reactants [CH2:1]([C:3]1[CH:8]=[CH:7][C:6]([C:9]2[C:13]([CH2:14]O)=[C:12]([C:16]([CH3:18])=[CH2:17])[S:11][N:10]=2)=[CH:5][CH:4]=1)[CH3:2].CS([Cl:23])(=O)=O.C(N(CC)CC)C.O, predict the reaction product. The product is: [Cl:23][CH2:14][C:13]1[C:9]([C:6]2[CH:7]=[CH:8][C:3]([CH2:1][CH3:2])=[CH:4][CH:5]=2)=[N:10][S:11][C:12]=1[C:16]([CH3:18])=[CH2:17]. (8) Given the reactants [Cl-].O[NH3+:3].[C:4](=[O:7])([O-])[OH:5].[Na+].CS(C)=O.[CH2:13]([O:15][C:16]1[N:17]([CH2:34][C:35]2[CH:40]=[CH:39][C:38]([C:41]3[C:42]([C:47]#[N:48])=[CH:43][CH:44]=[CH:45][CH:46]=3)=[CH:37][CH:36]=2)[C:18](=[O:33])[C:19]([C:23]2[CH:24]=[CH:25][C:26]3[O:30][CH:29]([CH3:31])[CH2:28][C:27]=3[CH:32]=2)=[C:20]([CH3:22])[N:21]=1)[CH3:14], predict the reaction product. The product is: [CH2:13]([O:15][C:16]1[N:17]([CH2:34][C:35]2[CH:36]=[CH:37][C:38]([C:41]3[CH:46]=[CH:45][CH:44]=[CH:43][C:42]=3[C:47]3[NH:3][C:4](=[O:7])[O:5][N:48]=3)=[CH:39][CH:40]=2)[C:18](=[O:33])[C:19]([C:23]2[CH:24]=[CH:25][C:26]3[O:30][CH:29]([CH3:31])[CH2:28][C:27]=3[CH:32]=2)=[C:20]([CH3:22])[N:21]=1)[CH3:14]. (9) Given the reactants [CH:1]1([NH:6][C:7]2[C:8]([CH3:17])=[C:9]([CH:14]=[CH:15][CH:16]=2)[C:10]([O:12][CH3:13])=[O:11])[CH2:5][CH2:4][CH2:3][CH2:2]1.[C:18](=O)([O-])[O-].[Cs+].[Cs+].CI, predict the reaction product. The product is: [CH:1]1([N:6]([CH3:18])[C:7]2[C:8]([CH3:17])=[C:9]([CH:14]=[CH:15][CH:16]=2)[C:10]([O:12][CH3:13])=[O:11])[CH2:5][CH2:4][CH2:3][CH2:2]1.